Dataset: NCI-60 drug combinations with 297,098 pairs across 59 cell lines. Task: Regression. Given two drug SMILES strings and cell line genomic features, predict the synergy score measuring deviation from expected non-interaction effect. (1) Drug 1: C1=C(C(=O)NC(=O)N1)N(CCCl)CCCl. Drug 2: CN(CC1=CN=C2C(=N1)C(=NC(=N2)N)N)C3=CC=C(C=C3)C(=O)NC(CCC(=O)O)C(=O)O. Cell line: HCC-2998. Synergy scores: CSS=22.5, Synergy_ZIP=0.0986, Synergy_Bliss=0.908, Synergy_Loewe=-16.1, Synergy_HSA=1.32. (2) Drug 1: CC1=C2C(C(=O)C3(C(CC4C(C3C(C(C2(C)C)(CC1OC(=O)C(C(C5=CC=CC=C5)NC(=O)OC(C)(C)C)O)O)OC(=O)C6=CC=CC=C6)(CO4)OC(=O)C)OC)C)OC. Drug 2: CCC1=CC2CC(C3=C(CN(C2)C1)C4=CC=CC=C4N3)(C5=C(C=C6C(=C5)C78CCN9C7C(C=CC9)(C(C(C8N6C)(C(=O)OC)O)OC(=O)C)CC)OC)C(=O)OC.C(C(C(=O)O)O)(C(=O)O)O. Cell line: NCIH23. Synergy scores: CSS=59.7, Synergy_ZIP=-2.44, Synergy_Bliss=-4.69, Synergy_Loewe=-4.28, Synergy_HSA=-1.10. (3) Drug 1: CCC(=C(C1=CC=CC=C1)C2=CC=C(C=C2)OCCN(C)C)C3=CC=CC=C3.C(C(=O)O)C(CC(=O)O)(C(=O)O)O. Drug 2: CCC1=C2CN3C(=CC4=C(C3=O)COC(=O)C4(CC)O)C2=NC5=C1C=C(C=C5)O. Cell line: HL-60(TB). Synergy scores: CSS=56.3, Synergy_ZIP=16.1, Synergy_Bliss=11.6, Synergy_Loewe=-30.7, Synergy_HSA=4.57. (4) Drug 1: COC1=C(C=C2C(=C1)N=CN=C2NC3=CC(=C(C=C3)F)Cl)OCCCN4CCOCC4. Drug 2: CS(=O)(=O)OCCCCOS(=O)(=O)C. Cell line: 786-0. Synergy scores: CSS=24.2, Synergy_ZIP=-4.49, Synergy_Bliss=2.31, Synergy_Loewe=1.59, Synergy_HSA=6.56. (5) Synergy scores: CSS=30.0, Synergy_ZIP=-3.98, Synergy_Bliss=-2.04, Synergy_Loewe=-12.0, Synergy_HSA=-1.38. Drug 1: CC1OCC2C(O1)C(C(C(O2)OC3C4COC(=O)C4C(C5=CC6=C(C=C35)OCO6)C7=CC(=C(C(=C7)OC)O)OC)O)O. Cell line: MCF7. Drug 2: C1=CC(=CC=C1C#N)C(C2=CC=C(C=C2)C#N)N3C=NC=N3. (6) Drug 1: C1=CC(=CC=C1C#N)C(C2=CC=C(C=C2)C#N)N3C=NC=N3. Drug 2: C1CN1P(=S)(N2CC2)N3CC3. Cell line: KM12. Synergy scores: CSS=8.54, Synergy_ZIP=-3.86, Synergy_Bliss=-7.30, Synergy_Loewe=-6.51, Synergy_HSA=-6.61.